Dataset: Reaction yield outcomes from USPTO patents with 853,638 reactions. Task: Predict the reaction yield, written as a fraction of the theoretical maximum amount of product (1.0 means a 100% yield; for example, 0.34 means a 34% yield). (1) The reactants are CN(C)C=O.Cl[C:7]1[CH:15]=[CH:14][C:10]([C:11]([OH:13])=[O:12])=[CH:9][N:8]=1.[CH:16]1([OH:21])[CH2:20][CH2:19][CH2:18][CH2:17]1.[H-].[Na+]. The catalyst is C(O)(=O)C. The product is [CH:16]1([O:21][C:7]2[CH:15]=[CH:14][C:10]([C:11]([OH:13])=[O:12])=[CH:9][N:8]=2)[CH2:20][CH2:19][CH2:18][CH2:17]1. The yield is 0.800. (2) The reactants are [CH2:1]([CH:8]([NH:32][C:33]([C:35]1[CH:44]=[N:43][C:42]2[C:37](=[CH:38][CH:39]=[CH:40][CH:41]=2)[N:36]=1)=[O:34])[CH:9]([O:24][Si:25]([C:28]([CH3:31])([CH3:30])[CH3:29])([CH3:27])[CH3:26])[CH2:10][CH:11]([C:18](=O)[NH:19][CH2:20][CH2:21][OH:22])[CH2:12][CH2:13][C:14]([F:17])([CH3:16])[CH3:15])[C:2]1[CH:7]=[CH:6][CH:5]=[CH:4][CH:3]=1.C1(P(C2C=CC=CC=2)C2C=CC=CC=2)C=CC=CC=1.ClC(Cl)(Cl)C(Cl)(Cl)Cl.C(N(CC)CC)C. The catalyst is C(Cl)Cl. The product is [CH2:1]([CH:8]([NH:32][C:33]([C:35]1[CH:44]=[N:43][C:42]2[C:37](=[CH:38][CH:39]=[CH:40][CH:41]=2)[N:36]=1)=[O:34])[CH:9]([O:24][Si:25]([C:28]([CH3:29])([CH3:31])[CH3:30])([CH3:26])[CH3:27])[CH2:10][CH:11]([C:18]1[O:22][CH2:21][CH2:20][N:19]=1)[CH2:12][CH2:13][C:14]([F:17])([CH3:16])[CH3:15])[C:2]1[CH:3]=[CH:4][CH:5]=[CH:6][CH:7]=1. The yield is 0.750. (3) The reactants are [O:1]1[C:5]([C:6]([O-:8])=[O:7])=[CH:4][N:3]=[CH:2]1.[Li+].C[Si]([N-][Si](C)(C)C)(C)C.[I:19]C(I)C.[O-]S([O-])(=S)=O.[Na+].[Na+].[CH2:30]1[CH2:34]OCC1. The catalyst is CCOCC. The product is [I:19][C:2]1[O:1][C:5]([C:6]([O:8][CH2:34][CH3:30])=[O:7])=[CH:4][N:3]=1. The yield is 0.420. (4) The reactants are Cl[C:2]1[C:11]2[C:6](=[CH:7][CH:8]=[CH:9][CH:10]=2)[C:5]([Cl:12])=[N:4][N:3]=1.[CH3:13][C@@H:14]1[NH:19][CH2:18][CH2:17][N:16]([C:20]([O:22][C:23]([CH3:26])([CH3:25])[CH3:24])=[O:21])[CH2:15]1.C(N(CC)CC)C.O. The catalyst is CS(C)=O. The product is [Cl:12][C:5]1[C:6]2[C:11](=[CH:10][CH:9]=[CH:8][CH:7]=2)[C:2]([N:19]2[CH2:18][CH2:17][N:16]([C:20]([O:22][C:23]([CH3:26])([CH3:25])[CH3:24])=[O:21])[CH2:15][C@@H:14]2[CH3:13])=[N:3][N:4]=1. The yield is 0.330.